From a dataset of Reaction yield outcomes from USPTO patents with 853,638 reactions. Predict the reaction yield, written as a fraction of the theoretical maximum amount of product (1.0 means a 100% yield; for example, 0.34 means a 34% yield). (1) The reactants are [NH:1]1[C:5]2=[N:6][CH:7]=[CH:8][CH:9]=[C:4]2[C:3]([C:10]([O:12][CH3:13])=[O:11])=[N:2]1.[Br:14][C:15]1[CH:16]=[C:17](B(O)O)[CH:18]=[C:19]([N:21]2[CH2:26][CH2:25][O:24][CH2:23][CH2:22]2)[CH:20]=1. No catalyst specified. The product is [Br:14][C:15]1[CH:16]=[C:17]([N:1]2[C:5]3=[N:6][CH:7]=[CH:8][CH:9]=[C:4]3[C:3]([C:10]([O:12][CH3:13])=[O:11])=[N:2]2)[CH:18]=[C:19]([N:21]2[CH2:26][CH2:25][O:24][CH2:23][CH2:22]2)[CH:20]=1. The yield is 0.730. (2) The reactants are C(O)(C(F)(F)F)=O.[NH2:8][C:9](=[O:50])[CH2:10][C:11]1[CH:48]=[CH:47][C:46]([CH3:49])=[CH:45][C:12]=1[CH2:13][CH2:14][C:15]1[C:20]([C:21]([F:24])([F:23])[F:22])=[CH:19][N:18]=[C:17]([NH:25][C:26]2[CH:31]=[CH:30][C:29]([CH:32]3[CH2:37][CH2:36][N:35](C(OC(C)(C)C)=O)[CH2:34][CH2:33]3)=[CH:28][CH:27]=2)[N:16]=1. The catalyst is C(Cl)Cl.C1CCCCC1. The product is [CH3:49][C:46]1[CH:47]=[CH:48][C:11]([CH2:10][C:9]([NH2:8])=[O:50])=[C:12]([CH2:13][CH2:14][C:15]2[C:20]([C:21]([F:24])([F:22])[F:23])=[CH:19][N:18]=[C:17]([NH:25][C:26]3[CH:27]=[CH:28][C:29]([CH:32]4[CH2:33][CH2:34][NH:35][CH2:36][CH2:37]4)=[CH:30][CH:31]=3)[N:16]=2)[CH:45]=1. The yield is 0.960. (3) The reactants are Br[C:2]1[CH:7]=[CH:6][C:5]([C@@H:8]([N:10]2[CH2:15][CH2:14][C@:13]([CH2:22][C:23]([OH:26])([CH3:25])[CH3:24])([C:16]3[CH:21]=[CH:20][CH:19]=[CH:18][CH:17]=3)[O:12][C:11]2=[O:27])[CH3:9])=[CH:4][CH:3]=1.[CH3:28][C:29]1([CH3:45])[C:33]([CH3:35])([CH3:34])[O:32][B:31]([B:31]2[O:32][C:33]([CH3:35])([CH3:34])[C:29]([CH3:45])([CH3:28])[O:30]2)[O:30]1.CC([O-])=O.[K+]. The catalyst is CS(C)=O.C1C=CC(P(C2C=CC=CC=2)[C-]2C=CC=C2)=CC=1.C1C=CC(P(C2C=CC=CC=2)[C-]2C=CC=C2)=CC=1.Cl[Pd]Cl.[Fe+2]. The product is [OH:26][C:23]([CH3:25])([CH3:24])[CH2:22][C@@:13]1([C:16]2[CH:21]=[CH:20][CH:19]=[CH:18][CH:17]=2)[O:12][C:11](=[O:27])[N:10]([C@H:8]([C:5]2[CH:6]=[CH:7][C:2]([B:31]3[O:32][C:33]([CH3:35])([CH3:34])[C:29]([CH3:45])([CH3:28])[O:30]3)=[CH:3][CH:4]=2)[CH3:9])[CH2:15][CH2:14]1. The yield is 0.600. (4) The reactants are Cl.Cl.[CH2:3]([O:5][C:6](=[O:12])[CH2:7][NH:8][CH2:9][CH2:10][NH2:11])[CH3:4].[Cl:13][C:14]1[C:19]2[N:20]=[C:21]([S:23](Cl)(=[O:25])=[O:24])[S:22][C:18]=2[CH:17]=[CH:16][C:15]=1[O:27][CH3:28]. No catalyst specified. The product is [CH2:3]([O:5][C:6](=[O:12])[CH2:7][NH:8][CH2:9][CH2:10][NH:11][S:23]([C:21]1[S:22][C:18]2[CH:17]=[CH:16][C:15]([O:27][CH3:28])=[C:14]([Cl:13])[C:19]=2[N:20]=1)(=[O:25])=[O:24])[CH3:4]. The yield is 0.890. (5) The reactants are [C:1]([O:5][C:6]([NH:8][C@@H:9]([CH2:13][CH:14]([N:16]([CH3:18])[CH3:17])[CH3:15])[C:10]([OH:12])=[O:11])=[O:7])([CH3:4])([CH3:3])[CH3:2].CN1CCOCC1.ClC(O[CH2:30][CH:31]([CH3:33])[CH3:32])=O.[OH-].[NH4+]. The catalyst is C1COCC1. The product is [CH2:30]([O:11][C:10](=[O:12])[C@@H:9]([NH:8][C:6]([O:5][C:1]([CH3:3])([CH3:2])[CH3:4])=[O:7])[CH2:13][CH:14]([N:16]([CH3:18])[CH3:17])[CH3:15])[CH:31]([CH3:33])[CH3:32]. The yield is 0.760. (6) The reactants are [Li]CCCC.[I:6][C:7]1[N:8]=[CH:9][NH:10][C:11]=1I.[O:13]1[CH2:18][CH2:17][C:16](=[O:19])[CH2:15][CH2:14]1.[NH4+].[Cl-]. The catalyst is C1COCC1. The product is [I:6][C:7]1[N:8]=[CH:9][NH:10][C:11]=1[C:16]1([OH:19])[CH2:17][CH2:18][O:13][CH2:14][CH2:15]1. The yield is 0.300.